This data is from Full USPTO retrosynthesis dataset with 1.9M reactions from patents (1976-2016). The task is: Predict the reactants needed to synthesize the given product. Given the product [N+:1]([C:4]1[CH:12]=[C:11]2[C:7]([C:8]([C:13]3[CH2:18][CH2:17][CH:16]([N:19]([CH2:20][CH2:21][CH3:22])[C:35](=[O:36])[O:34][C:31]([CH3:33])([CH3:32])[CH3:30])[CH2:15][CH:14]=3)=[CH:9][NH:10]2)=[CH:6][CH:5]=1)([O-:3])=[O:2], predict the reactants needed to synthesize it. The reactants are: [N+:1]([C:4]1[CH:12]=[C:11]2[C:7]([C:8]([C:13]3[CH2:18][CH2:17][CH:16]([NH:19][CH2:20][CH2:21][CH3:22])[CH2:15][CH:14]=3)=[CH:9][NH:10]2)=[CH:6][CH:5]=1)([O-:3])=[O:2].CCN(CC)CC.[CH3:30][C:31]([O:34][C:35](O[C:35]([O:34][C:31]([CH3:33])([CH3:32])[CH3:30])=[O:36])=[O:36])([CH3:33])[CH3:32].